This data is from Reaction yield outcomes from USPTO patents with 853,638 reactions. The task is: Predict the reaction yield, written as a fraction of the theoretical maximum amount of product (1.0 means a 100% yield; for example, 0.34 means a 34% yield). (1) The reactants are [F-].C([N+](CCCC)(CCCC)CCCC)CCC.[CH3:19][O:20][C:21](=[O:61])[CH2:22][C:23]1[CH:24]=[N:25][CH:26]=[C:27]([C:29]2[CH:34]=[CH:33][C:32]([C:35]([CH2:58][CH3:59])([C:38]3[CH:43]=[CH:42][C:41]([C:44]#[C:45][C:46]4([O:52][Si](C)(C)C)[CH2:51][CH2:50][O:49][CH2:48][CH2:47]4)=[C:40]([CH3:57])[CH:39]=3)[CH2:36][CH3:37])=[CH:31][C:30]=2[CH3:60])[CH:28]=1. The catalyst is O1CCCC1.C(OCC)(=O)C. The product is [CH3:19][O:20][C:21](=[O:61])[CH2:22][C:23]1[CH:24]=[N:25][CH:26]=[C:27]([C:29]2[CH:34]=[CH:33][C:32]([C:35]([CH2:36][CH3:37])([C:38]3[CH:43]=[CH:42][C:41]([C:44]#[C:45][C:46]4([OH:52])[CH2:47][CH2:48][O:49][CH2:50][CH2:51]4)=[C:40]([CH3:57])[CH:39]=3)[CH2:58][CH3:59])=[CH:31][C:30]=2[CH3:60])[CH:28]=1. The yield is 0.800. (2) The catalyst is CCO. The reactants are [CH2:1]([C@H:8]1[CH2:13][N:12]([C:14]2[CH:19]=[CH:18][C:17]([O:20][CH3:21])=[C:16]([O:22][CH:23]3[CH2:27][CH2:26][CH2:25][CH2:24]3)[CH:15]=2)[CH2:11][CH2:10][N:9]1[C:28](=[O:35])[CH2:29][C:30](OCC)=[O:31])[C:2]1[CH:7]=[CH:6][CH:5]=[CH:4][CH:3]=1.[CH3:36][NH2:37].[C-]#N.[Na+]. The yield is 0.870. The product is [CH2:1]([C@H:8]1[CH2:13][N:12]([C:14]2[CH:19]=[CH:18][C:17]([O:20][CH3:21])=[C:16]([O:22][CH:23]3[CH2:24][CH2:25][CH2:26][CH2:27]3)[CH:15]=2)[CH2:11][CH2:10][N:9]1[C:28](=[O:35])[CH2:29][C:30]([NH:37][CH3:36])=[O:31])[C:2]1[CH:3]=[CH:4][CH:5]=[CH:6][CH:7]=1. (3) The reactants are [NH2:1][C:2]1[C:10]2[C:9]([C:11]3[CH:16]=[CH:15][CH:14]=[C:13]([O:17]C)[C:12]=3[F:19])=[N:8][C:7](S(C)=O)=[N:6][C:5]=2[S:4][C:3]=1[C:23]([NH2:25])=[O:24].[NH2:26][C@H:27]([CH3:30])[CH2:28][OH:29].O. The catalyst is CN(C=O)C. The product is [NH2:1][C:2]1[C:10]2[C:9]([C:11]3[CH:16]=[CH:15][CH:14]=[C:13]([OH:17])[C:12]=3[F:19])=[N:8][C:7]([NH:26][C@H:27]([CH3:30])[CH2:28][OH:29])=[N:6][C:5]=2[S:4][C:3]=1[C:23]([NH2:25])=[O:24]. The yield is 0.130. (4) The yield is 0.370. The product is [NH2:1][C:2]1[N:3]=[CH:4][C:5]([Br:17])=[CH:6][C:7]=1[C:8]([C:10]1[N:11]=[C:12]([N:28]2[CH2:29][CH2:30][CH2:31][N:25]([C:18]([O:20][C:21]([CH3:24])([CH3:23])[CH3:22])=[O:19])[CH2:26][CH2:27]2)[CH:13]=[CH:14][CH:15]=1)=[O:9]. The catalyst is CN(C=O)C. The reactants are [NH2:1][C:2]1[C:7]([C:8]([C:10]2[CH:15]=[CH:14][CH:13]=[C:12](Br)[N:11]=2)=[O:9])=[CH:6][C:5]([Br:17])=[CH:4][N:3]=1.[C:18]([N:25]1[CH2:31][CH2:30][CH2:29][NH:28][CH2:27][CH2:26]1)([O:20][C:21]([CH3:24])([CH3:23])[CH3:22])=[O:19].C([O-])([O-])=O.[K+].[K+]. (5) The reactants are [F:1][C:2]([F:11])([F:10])[C:3]1[CH:4]=[CH:5][C:6]([NH2:9])=[N:7][CH:8]=1.C(N(CC)C(C)C)(C)C.Cl[C:22]([O:24][C:25]1[CH:30]=[CH:29][CH:28]=[CH:27][CH:26]=1)=[O:23]. The catalyst is C(Cl)Cl.CCOC(C)=O. The product is [F:11][C:2]([F:1])([F:10])[C:3]1[CH:4]=[CH:5][C:6]([NH:9][C:22](=[O:23])[O:24][C:25]2[CH:30]=[CH:29][CH:28]=[CH:27][CH:26]=2)=[N:7][CH:8]=1. The yield is 0.690. (6) The reactants are [N:1]1([C:6]([O:8][CH2:9][C:10]2[CH:15]=[CH:14][CH:13]=[CH:12][CH:11]=2)=[O:7])[CH2:5][CH:4]=[CH:3][CH2:2]1.C1C=C(Cl)C=C(C(OO)=[O:24])C=1. The catalyst is C(Cl)Cl. The product is [CH:3]12[O:24][CH:4]1[CH2:5][N:1]([C:6]([O:8][CH2:9][C:10]1[CH:15]=[CH:14][CH:13]=[CH:12][CH:11]=1)=[O:7])[CH2:2]2. The yield is 0.370. (7) The yield is 0.600. The product is [ClH:7].[C:10](=[NH:15])([O:1][CH3:2])[CH2:11][CH2:12][CH2:13][CH3:14]. No catalyst specified. The reactants are [O:1]1CCOC[CH2:2]1.[ClH:7].CO.[C:10](#[N:15])[CH2:11][CH2:12][CH2:13][CH3:14].